Dataset: Peptide-MHC class I binding affinity with 185,985 pairs from IEDB/IMGT. Task: Regression. Given a peptide amino acid sequence and an MHC pseudo amino acid sequence, predict their binding affinity value. This is MHC class I binding data. (1) The peptide sequence is WSYKIHQEDK. The MHC is Mamu-B8301 with pseudo-sequence Mamu-B8301. The binding affinity (normalized) is 0.954. (2) The peptide sequence is VMKRNFIDF. The MHC is HLA-A01:01 with pseudo-sequence HLA-A01:01. The binding affinity (normalized) is 0.0847. (3) The peptide sequence is YQVEGATRV. The MHC is HLA-A03:01 with pseudo-sequence HLA-A03:01. The binding affinity (normalized) is 0.0847. (4) The peptide sequence is LSISDDLNSI. The MHC is H-2-Db with pseudo-sequence H-2-Db. The binding affinity (normalized) is 0.189. (5) The peptide sequence is KTFSAHNLF. The MHC is HLA-B58:01 with pseudo-sequence HLA-B58:01. The binding affinity (normalized) is 0.797. (6) The peptide sequence is VTECKLIYY. The MHC is HLA-B08:02 with pseudo-sequence HLA-B08:02. The binding affinity (normalized) is 0.0847. (7) The peptide sequence is LDFVRFMGV. The MHC is HLA-A68:02 with pseudo-sequence HLA-A68:02. The binding affinity (normalized) is 0.270. (8) The peptide sequence is HQKKNEISF. The MHC is HLA-A68:02 with pseudo-sequence HLA-A68:02. The binding affinity (normalized) is 0.